Dataset: Forward reaction prediction with 1.9M reactions from USPTO patents (1976-2016). Task: Predict the product of the given reaction. (1) The product is: [Br:1][CH2:2][CH2:3][CH2:4][CH2:5][CH2:6][CH2:7][CH2:8][C:9]([O:11][C:16]([CH3:19])([CH3:18])[CH3:17])=[O:10]. Given the reactants [Br:1][CH2:2][CH2:3][CH2:4][CH2:5][CH2:6][CH2:7][CH2:8][C:9]([OH:11])=[O:10].ClC(Cl)(Cl)C(=N)O[C:16]([CH3:19])([CH3:18])[CH3:17].C(=O)(O)[O-].[Na+], predict the reaction product. (2) Given the reactants F[C:2]1[CH:7]=[C:6]([F:8])[CH:5]=[CH:4][C:3]=1[C:9]1[CH:14]=[C:13]([F:15])[CH:12]=[CH:11][C:10]=1[CH:16]([NH:18][S:19]([C:22]1[CH:27]=[CH:26][C:25]([O:28][CH3:29])=[CH:24][CH:23]=1)(=[O:21])=[O:20])[CH3:17].C(=O)([O-])[O-].[K+].[K+], predict the reaction product. The product is: [F:8][C:6]1[CH:7]=[CH:2][C:3]2[C:9]3[C:10]([CH:16]([CH3:17])[N:18]([S:19]([C:22]4[CH:23]=[CH:24][C:25]([O:28][CH3:29])=[CH:26][CH:27]=4)(=[O:20])=[O:21])[C:4]=2[CH:5]=1)=[CH:11][CH:12]=[C:13]([F:15])[CH:14]=3. (3) Given the reactants [CH2:1]([O:3][C:4](=[O:17])[C:5]([C:7]1[CH:12]=[CH:11][C:10]([S:13]([CH3:16])(=[O:15])=[O:14])=[CH:9][CH:8]=1)=O)[CH3:2].[CH:18]1([O:23][NH2:24])[CH2:22][CH2:21][CH2:20][CH2:19]1, predict the reaction product. The product is: [CH2:1]([O:3][C:4](=[O:17])/[C:5](=[N:24]/[O:23][CH:18]1[CH2:22][CH2:21][CH2:20][CH2:19]1)/[C:7]1[CH:12]=[CH:11][C:10]([S:13]([CH3:16])(=[O:15])=[O:14])=[CH:9][CH:8]=1)[CH3:2]. (4) Given the reactants [OH:1][C@H:2]1[CH2:7][CH2:6][CH2:5][CH2:4][C@@H:3]1[N:8]1CC2C3C=CC=CC=3C(C=O)=CC=2C1=O.C[O:25]C(C1C=CC2C(=CC=CC=2)C=1O)=O, predict the reaction product. The product is: [NH2:8][C@H:3]1[CH2:4][CH2:5][O:25][CH2:7][C@@H:2]1[OH:1].[NH2:8][C@H:3]1[CH2:4][CH2:5][CH2:6][CH2:7][C@@H:2]1[OH:1]. (5) Given the reactants [C:1]([O:5][C:6]([N:8]([CH2:20][CH:21]1[CH2:23][CH2:22]1)[C:9]1[CH:10]=[C:11]([CH:16]=[C:17]([OH:19])[CH:18]=1)[C:12]([O:14][CH3:15])=[O:13])=[O:7])([CH3:4])([CH3:3])[CH3:2].C(=O)([O-])[O-].[K+].[K+].F[C:31]1[CH:38]=[CH:37][C:34]([C:35]#[N:36])=[CH:33][CH:32]=1.CN1C(=O)CCC1, predict the reaction product. The product is: [C:1]([O:5][C:6]([N:8]([CH2:20][CH:21]1[CH2:22][CH2:23]1)[C:9]1[CH:10]=[C:11]([CH:16]=[C:17]([O:19][C:31]2[CH:38]=[CH:37][C:34]([C:35]#[N:36])=[CH:33][CH:32]=2)[CH:18]=1)[C:12]([O:14][CH3:15])=[O:13])=[O:7])([CH3:4])([CH3:2])[CH3:3].